From a dataset of Catalyst prediction with 721,799 reactions and 888 catalyst types from USPTO. Predict which catalyst facilitates the given reaction. (1) Reactant: C(OC([N:8]1[CH2:13][CH2:12][CH:11]([N:14]2[CH:18]=[N:17][C:16]([CH2:19][O:20][C:21]3[CH:26]=[CH:25][C:24]([S:27]([CH3:30])(=[O:29])=[O:28])=[CH:23][C:22]=3[F:31])=[N:15]2)[CH2:10][CH2:9]1)=O)(C)(C)C.[ClH:32]. The catalyst class is: 71. Product: [ClH:32].[F:31][C:22]1[CH:23]=[C:24]([S:27]([CH3:30])(=[O:29])=[O:28])[CH:25]=[CH:26][C:21]=1[O:20][CH2:19][C:16]1[N:17]=[CH:18][N:14]([CH:11]2[CH2:12][CH2:13][NH:8][CH2:9][CH2:10]2)[N:15]=1.[ClH:32]. (2) Reactant: [F:1][C:2]1[CH:3]=[C:4]([CH:23]=[CH:24][C:25]=1[F:26])[C:5]([NH:7][C:8](=S)[NH:9][C:10]1[C:18]2[C:13](=[C:14]([O:20][CH3:21])[CH:15]=[CH:16][C:17]=2[F:19])[NH:12][N:11]=1)=[O:6].C(Cl)CCl.[C:31]([NH2:35])([CH3:34])([CH3:33])[CH3:32]. Product: [C:31]([NH:35][C:8]([NH:9][C:10]1[C:18]2[C:13](=[C:14]([O:20][CH3:21])[CH:15]=[CH:16][C:17]=2[F:19])[NH:12][N:11]=1)=[N:7][C:5](=[O:6])[C:4]1[CH:23]=[CH:24][C:25]([F:26])=[C:2]([F:1])[CH:3]=1)([CH3:34])([CH3:33])[CH3:32]. The catalyst class is: 1. (3) Reactant: [Cl:1][C:2]1[CH:3]=[CH:4][C:5]([C:39]#[N:40])=[C:6]([C:8]2[C:13]([O:14][CH3:15])=[CH:12][N:11]([CH:16]([CH2:32][C:33]3([CH3:37])[CH2:36][O:35][CH2:34]3)[C:17]([NH:19][C:20]3[CH:31]=[CH:30][C:23]([C:24]([O:26]CC=C)=[O:25])=[CH:22][CH:21]=3)=[O:18])[C:10](=[O:38])[CH:9]=2)[CH:7]=1.CNC1C=CC=CC=1. Product: [Cl:1][C:2]1[CH:3]=[CH:4][C:5]([C:39]#[N:40])=[C:6]([C:8]2[C:13]([O:14][CH3:15])=[CH:12][N:11]([CH:16]([CH2:32][C:33]3([CH3:37])[CH2:34][O:35][CH2:36]3)[C:17]([NH:19][C:20]3[CH:31]=[CH:30][C:23]([C:24]([OH:26])=[O:25])=[CH:22][CH:21]=3)=[O:18])[C:10](=[O:38])[CH:9]=2)[CH:7]=1. The catalyst class is: 602.